From a dataset of Forward reaction prediction with 1.9M reactions from USPTO patents (1976-2016). Predict the product of the given reaction. (1) Given the reactants C(OC([N:8]([C:13]1[CH:14]=[C:15]2[C:19](=[CH:20][CH:21]=1)[N:18]([CH2:22][C:23]([O:25][C@H:26]([C:37]1[CH:42]=[CH:41][C:40]([O:43][CH:44]([F:46])[F:45])=[C:39]([O:47][CH2:48][CH:49]3[CH2:51][CH2:50]3)[CH:38]=1)[CH2:27][C:28]1[C:33]([Cl:34])=[CH:32][N+:31]([O-:35])=[CH:30][C:29]=1[Cl:36])=[O:24])[CH:17]=[CH:16]2)[S:9]([CH3:12])(=[O:11])=[O:10])=O)(C)(C)C.O1CCOCC1, predict the reaction product. The product is: [Cl:36][C:29]1[CH:30]=[N+:31]([O-:35])[CH:32]=[C:33]([Cl:34])[C:28]=1[CH2:27][C@@H:26]([C:37]1[CH:42]=[CH:41][C:40]([O:43][CH:44]([F:45])[F:46])=[C:39]([O:47][CH2:48][CH:49]2[CH2:51][CH2:50]2)[CH:38]=1)[O:25][C:23](=[O:24])[CH2:22][N:18]1[C:19]2[C:15](=[CH:14][C:13]([NH:8][S:9]([CH3:12])(=[O:11])=[O:10])=[CH:21][CH:20]=2)[CH:16]=[CH:17]1. (2) Given the reactants [S:1]1[C:5]2[CH:6]=[CH:7][CH:8]=[CH:9][C:4]=2[C:3]([CH2:10][CH2:11][N:12]2[CH2:17][CH:16]=[C:15]([C:18]3[C:26]4[C:21](=[CH:22][CH:23]=[CH:24][CH:25]=4)[NH:20][CH:19]=3)[CH2:14][CH2:13]2)=[CH:2]1.[CH3:27]CCCCC.CI, predict the reaction product. The product is: [S:1]1[C:5]2[CH:6]=[CH:7][CH:8]=[CH:9][C:4]=2[C:3]([CH2:10][CH2:11][N:12]2[CH2:13][CH:14]=[C:15]([C:18]3[C:26]4[C:21](=[CH:22][CH:23]=[CH:24][CH:25]=4)[N:20]([CH3:27])[CH:19]=3)[CH2:16][CH2:17]2)=[CH:2]1. (3) Given the reactants [NH2:1][C:2]1[CH:3]=[CH:4][C:5]([O:8][CH3:9])=[N:6][CH:7]=1.[F:10][C:11]([F:28])([F:27])[C:12]1[CH:13]=[C:14]([N:18]2[CH2:23][CH2:22][CH:21]([C:24](O)=[O:25])[CH2:20][CH2:19]2)[CH:15]=[CH:16][CH:17]=1, predict the reaction product. The product is: [CH3:9][O:8][C:5]1[N:6]=[CH:7][C:2]([NH:1][C:24]([CH:21]2[CH2:20][CH2:19][N:18]([C:14]3[CH:15]=[CH:16][CH:17]=[C:12]([C:11]([F:28])([F:10])[F:27])[CH:13]=3)[CH2:23][CH2:22]2)=[O:25])=[CH:3][CH:4]=1. (4) Given the reactants [Cl:1][C:2]1[CH:8]=[CH:7][C:5]([NH2:6])=[CH:4][C:3]=1[O:9][CH3:10].Br[CH2:12][C:13](=O)[C:14]([CH3:17])([CH3:16])[CH3:15].Cl.O, predict the reaction product. The product is: [C:14]([C:13]1[NH:6][C:5]2[C:7]([CH:12]=1)=[CH:8][C:2]([Cl:1])=[C:3]([O:9][CH3:10])[CH:4]=2)([CH3:17])([CH3:16])[CH3:15].